This data is from Catalyst prediction with 721,799 reactions and 888 catalyst types from USPTO. The task is: Predict which catalyst facilitates the given reaction. (1) Reactant: [O:1]1[CH2:5][CH2:4][CH2:3][N:2]1[C:6]1[CH:11]=[C:10]([Cl:12])[C:9]([S:13]([NH2:16])(=[O:15])=[O:14])=[C:8]([OH:17])[C:7]=1[N+:18]([O-])=O.[H][H]. Product: [O:1]1[CH2:5][CH2:4][CH2:3][N:2]1[C:6]1[CH:11]=[C:10]([Cl:12])[C:9]([S:13]([NH2:16])(=[O:14])=[O:15])=[C:8]([OH:17])[C:7]=1[NH2:18]. The catalyst class is: 45. (2) Reactant: Cl[C:2]1[N:7]=[C:6]([C:8]#[N:9])[C:5]([C:10]([F:13])([F:12])[F:11])=[CH:4][C:3]=1[CH3:14].N. Product: [CH3:14][C:3]1[CH:4]=[C:5]([C:10]([F:13])([F:11])[F:12])[C:6]([CH2:8][NH2:9])=[N:7][CH:2]=1. The catalyst class is: 94.